This data is from Aqueous solubility values for 9,982 compounds from the AqSolDB database. The task is: Regression/Classification. Given a drug SMILES string, predict its absorption, distribution, metabolism, or excretion properties. Task type varies by dataset: regression for continuous measurements (e.g., permeability, clearance, half-life) or binary classification for categorical outcomes (e.g., BBB penetration, CYP inhibition). For this dataset (solubility_aqsoldb), we predict Y. The compound is CCCCC1(CCO)C(=O)NC(=S)NC1=O. The Y is -2.17 log mol/L.